Regression. Given a peptide amino acid sequence and an MHC pseudo amino acid sequence, predict their binding affinity value. This is MHC class II binding data. From a dataset of Peptide-MHC class II binding affinity with 134,281 pairs from IEDB. (1) The peptide sequence is GELQIVDKIDAGFKI. The MHC is DRB1_1201 with pseudo-sequence DRB1_1201. The binding affinity (normalized) is 0.613. (2) The peptide sequence is AAATKGTTVYGAFAA. The MHC is HLA-DPA10103-DPB10601 with pseudo-sequence HLA-DPA10103-DPB10601. The binding affinity (normalized) is 0.102. (3) The peptide sequence is DSTVIRNLKNAGLIV. The MHC is DRB1_0405 with pseudo-sequence DRB1_0405. The binding affinity (normalized) is 0.828. (4) The MHC is DRB1_0101 with pseudo-sequence DRB1_0101. The binding affinity (normalized) is 0.795. The peptide sequence is LCNICWKPLPTTITV.